From a dataset of Full USPTO retrosynthesis dataset with 1.9M reactions from patents (1976-2016). Predict the reactants needed to synthesize the given product. (1) Given the product [Cl:1][C:2]1[CH:7]=[C:6]([NH:8][C:9]2[CH:10]=[CH:11][C:12]([F:15])=[CH:13][CH:14]=2)[CH:5]=[CH:4][C:3]=1[C:17]([C:19]1[CH:24]=[C:23]([C:25]2[N:26]=[N:27][N:28]([CH2:30][CH2:31][OH:32])[CH:29]=2)[CH:22]=[CH:21][C:20]=1[CH3:33])=[O:18], predict the reactants needed to synthesize it. The reactants are: [Cl:1][C:2]1[CH:7]=[C:6]([NH:8][C:9]2[CH:14]=[CH:13][C:12]([F:15])=[CH:11][C:10]=2F)[CH:5]=[CH:4][C:3]=1[C:17]([C:19]1[CH:24]=[C:23]([C:25]2[N:26]=[N:27][N:28]([CH2:30][CH2:31][OH:32])[CH:29]=2)[CH:22]=[CH:21][C:20]=1[CH3:33])=[O:18].ClC1C=C(NC2C=CC(F)=CC=2)C=CC=1C(C1C=C(C2N=NN(CCOC3CCCCO3)C=2)C=CC=1C)=O. (2) Given the product [CH2:16]([O:15][C:13](=[O:14])[CH2:12][S:11][C:9]1[S:10][C:4]2[C:5]([N:8]=1)=[N:6][CH:7]=[C:2]([N:25]1[CH2:24][CH2:23][CH:22]([O:21][C:20]3[CH:28]=[C:29]([F:32])[CH:30]=[CH:31][C:19]=3[Br:18])[CH2:27][CH2:26]1)[N:3]=2)[CH3:17], predict the reactants needed to synthesize it. The reactants are: Br[C:2]1[N:3]=[C:4]2[S:10][C:9]([S:11][CH2:12][C:13]([O:15][CH2:16][CH3:17])=[O:14])=[N:8][C:5]2=[N:6][CH:7]=1.[Br:18][C:19]1[CH:31]=[CH:30][C:29]([F:32])=[CH:28][C:20]=1[O:21][CH:22]1[CH2:27][CH2:26][NH:25][CH2:24][CH2:23]1.CCN(CC)CC. (3) Given the product [C:7]([O:11][C:12]([N:14]1[CH2:18][C:17](=[CH2:1])[CH2:16][C@H:15]1[C:20]([OH:22])=[O:21])=[O:13])([CH3:10])([CH3:9])[CH3:8], predict the reactants needed to synthesize it. The reactants are: [CH3:1]C(C)([O-])C.[K+].[C:7]([O:11][C:12]([N:14]1[CH2:18][C:17](=O)[CH2:16][C@H:15]1[C:20]([OH:22])=[O:21])=[O:13])([CH3:10])([CH3:9])[CH3:8]. (4) Given the product [N:13]1([CH:6]([C:7]2[CH:12]=[CH:11][CH:10]=[CH:9][CH:8]=2)[CH2:5][CH2:4][NH:24][CH3:23])[C:21]2[C:16](=[CH:17][CH:18]=[CH:19][CH:20]=2)[CH:15]=[CH:14]1, predict the reactants needed to synthesize it. The reactants are: [Na+].[I-].Cl[CH2:4][CH2:5][CH:6]([N:13]1[C:21]2[C:16](=[CH:17][CH:18]=[CH:19][CH:20]=2)[CH:15]=[CH:14]1)[C:7]1[CH:12]=[CH:11][CH:10]=[CH:9][CH:8]=1.O.[CH3:23][NH2:24].